This data is from Full USPTO retrosynthesis dataset with 1.9M reactions from patents (1976-2016). The task is: Predict the reactants needed to synthesize the given product. (1) Given the product [CH3:12][C:13]1([CH3:29])[C:17]([CH3:19])([CH3:18])[O:16][B:15]([C:2]2[CH:3]=[C:4]3[C:8](=[CH:9][CH:10]=2)[C:7](=[O:11])[NH:6][CH2:5]3)[O:14]1, predict the reactants needed to synthesize it. The reactants are: Br[C:2]1[CH:3]=[C:4]2[C:8](=[CH:9][CH:10]=1)[C:7](=[O:11])[NH:6][CH2:5]2.[CH3:12][C:13]1([CH3:29])[C:17]([CH3:19])([CH3:18])[O:16][B:15]([B:15]2[O:16][C:17]([CH3:19])([CH3:18])[C:13]([CH3:29])([CH3:12])[O:14]2)[O:14]1.C([O-])(=O)C.[K+]. (2) Given the product [CH2:15]([O:14][N:13]=[C:11]1[CH2:12][N:8]([C:6]([NH:20][C:23]2[CH:28]=[CH:27][CH:26]=[C:25]([CH3:29])[CH:24]=2)=[O:7])[C@H:9]([C:17]([NH:45][C:41]2[CH:42]=[CH:43][C:44]3[N:32]([CH2:30][CH3:31])[C:33]4[C:38]([C:39]=3[CH:40]=2)=[CH:37][CH:36]=[CH:35][CH:34]=4)=[O:19])[CH2:10]1)[CH3:16], predict the reactants needed to synthesize it. The reactants are: C(O[C:6]([N:8]1[CH2:12][C:11](=[N:13][O:14][CH2:15][CH3:16])[CH2:10][C@H:9]1[C:17]([OH:19])=O)=[O:7])(C)(C)C.[N:20]([C:23]1[CH:28]=[CH:27][CH:26]=[C:25]([CH3:29])[CH:24]=1)=C=O.[CH2:30]([N:32]1[C:44]2[CH:43]=[CH:42][C:41]([NH2:45])=[CH:40][C:39]=2[C:38]2[C:33]1=[CH:34][CH:35]=[CH:36][CH:37]=2)[CH3:31].